The task is: Regression. Given two drug SMILES strings and cell line genomic features, predict the synergy score measuring deviation from expected non-interaction effect.. This data is from NCI-60 drug combinations with 297,098 pairs across 59 cell lines. Drug 1: C1CCN(CC1)CCOC2=CC=C(C=C2)C(=O)C3=C(SC4=C3C=CC(=C4)O)C5=CC=C(C=C5)O. Drug 2: CC1=C(C=C(C=C1)NC(=O)C2=CC=C(C=C2)CN3CCN(CC3)C)NC4=NC=CC(=N4)C5=CN=CC=C5. Cell line: BT-549. Synergy scores: CSS=-1.15, Synergy_ZIP=2.56, Synergy_Bliss=1.28, Synergy_Loewe=-2.87, Synergy_HSA=-3.08.